Task: Predict the product of the given reaction.. Dataset: Forward reaction prediction with 1.9M reactions from USPTO patents (1976-2016) Given the reactants [Br:1][C:2]1[C:6]([C:7]#[N:8])=[C:5]([Br:9])[S:4][C:3]=1[C:10]([OH:12])=O.S(Cl)(Cl)=O.C(#[N:19])C.C(Cl)Cl.N.O1CCOCC1, predict the reaction product. The product is: [Br:1][C:2]1[C:6]([C:7]#[N:8])=[C:5]([Br:9])[S:4][C:3]=1[C:10]([NH2:19])=[O:12].